This data is from Reaction yield outcomes from USPTO patents with 853,638 reactions. The task is: Predict the reaction yield, written as a fraction of the theoretical maximum amount of product (1.0 means a 100% yield; for example, 0.34 means a 34% yield). (1) The reactants are [CH3:1][C:2]1[C:10]2[C:9]([CH2:11][C:12]([NH2:14])=[O:13])=[N:8][CH:7]=[N:6][C:5]=2[S:4][CH:3]=1.[Cl:15][C:16]1[CH:21]=[CH:20][C:19](I)=[CH:18][CH:17]=1.C([O-])([O-])=O.[K+].[K+].CN(C)CC(O)=O. The catalyst is O.[Cu]I.CN(C=O)C. The product is [Cl:15][C:16]1[CH:21]=[CH:20][C:19]([NH:14][C:12](=[O:13])[CH2:11][C:9]2[C:10]3[C:2]([CH3:1])=[CH:3][S:4][C:5]=3[N:6]=[CH:7][N:8]=2)=[CH:18][CH:17]=1. The yield is 0.130. (2) The reactants are [Br:1][C:2]1[CH:3]=[C:4]([C:16]([CH3:19])([CH3:18])[CH3:17])[C:5]([O:14][CH3:15])=[C:6]([N:8]2[CH2:13][CH2:12][NH:11][CH2:10][CH2:9]2)[CH:7]=1.C(=O)([O-])[O-].[K+].[K+].CN(C)C=O.Br[CH2:32][C:33]#[N:34]. The catalyst is C(OCC)(=O)C. The product is [Br:1][C:2]1[CH:3]=[C:4]([C:16]([CH3:19])([CH3:18])[CH3:17])[C:5]([O:14][CH3:15])=[C:6]([N:8]2[CH2:9][CH2:10][N:11]([CH2:32][C:33]#[N:34])[CH2:12][CH2:13]2)[CH:7]=1. The yield is 0.780. (3) The reactants are [H-].[Na+].[CH3:3][O:4][C:5](=[O:30])[C:6]1[CH:28]=[CH:27][C:26]([OH:29])=[C:8]([C:9]([NH:11][C:12]2[CH:17]=[C:16]([C:18]([F:21])([F:20])[F:19])[CH:15]=[C:14]([C:22]([F:25])([F:24])[F:23])[CH:13]=2)=[O:10])[CH:7]=1.[CH2:31](Br)[C:32]1[CH:37]=[CH:36][CH:35]=[CH:34][CH:33]=1.O. The catalyst is CCCCCC.CN(C)C=O. The product is [CH3:3][O:4][C:5](=[O:30])[C:6]1[CH:28]=[CH:27][C:26]([O:29][CH2:31][C:32]2[CH:37]=[CH:36][CH:35]=[CH:34][CH:33]=2)=[C:8]([C:9]([NH:11][C:12]2[CH:17]=[C:16]([C:18]([F:21])([F:19])[F:20])[CH:15]=[C:14]([C:22]([F:23])([F:24])[F:25])[CH:13]=2)=[O:10])[CH:7]=1. The yield is 0.541.